Dataset: Reaction yield outcomes from USPTO patents with 853,638 reactions. Task: Predict the reaction yield, written as a fraction of the theoretical maximum amount of product (1.0 means a 100% yield; for example, 0.34 means a 34% yield). The reactants are [Si]([O:8][CH2:9][C:10]1([CH3:42])[S:16][CH2:15][CH2:14][N:13]2[C:17]([C:20]3([C:23]4[CH:28]=[CH:27][C:26]([C:29]5[CH:34]=[CH:33][C:32]([C:35]([N:37]6[CH2:41][CH2:40][CH2:39][CH2:38]6)=[O:36])=[CH:31][CH:30]=5)=[CH:25][CH:24]=4)[CH2:22][CH2:21]3)=[N:18][N:19]=[C:12]2[CH2:11]1)(C(C)(C)C)(C)C.Cl. The catalyst is CO. The product is [CH3:42][C:10]1([CH2:9][OH:8])[S:16][CH2:15][CH2:14][N:13]2[C:17]([C:20]3([C:23]4[CH:24]=[CH:25][C:26]([C:29]5[CH:34]=[CH:33][C:32]([C:35]([N:37]6[CH2:41][CH2:40][CH2:39][CH2:38]6)=[O:36])=[CH:31][CH:30]=5)=[CH:27][CH:28]=4)[CH2:22][CH2:21]3)=[N:18][N:19]=[C:12]2[CH2:11]1. The yield is 0.770.